This data is from Full USPTO retrosynthesis dataset with 1.9M reactions from patents (1976-2016). The task is: Predict the reactants needed to synthesize the given product. (1) Given the product [N:1]1([C:5]([C:7]2[S:15][C:14]3[C:9](=[N:10][CH:11]=[CH:12][C:13]=3[O:17][C:18]3[CH:19]=[C:20]4[C:25](=[CH:26][CH:27]=3)[C:24]([C:28]([OH:30])=[O:29])=[CH:23][CH:22]=[CH:21]4)[CH:8]=2)=[O:6])[CH2:4][CH2:3][CH2:2]1, predict the reactants needed to synthesize it. The reactants are: [N:1]1([C:5]([C:7]2[S:15][C:14]3[C:9](=[N:10][CH:11]=[CH:12][C:13]=3Cl)[CH:8]=2)=[O:6])[CH2:4][CH2:3][CH2:2]1.[OH:17][C:18]1[CH:19]=[C:20]2[C:25](=[CH:26][CH:27]=1)[C:24]([C:28]([OH:30])=[O:29])=[CH:23][CH:22]=[CH:21]2.C([O-])([O-])=O.[Cs+].[Cs+]. (2) Given the product [Cl:1][C:2]1[CH:3]=[CH:4][C:5]2[N:11]3[CH:12]=[CH:13][CH:14]=[C:10]3[C@@H:9]([CH2:15][CH2:16][N:17]3[CH:21]=[CH:20][C:19]([CH2:22][C:59]#[N:60])=[N:18]3)[O:8][C@H:7]([C:24]3[CH:29]=[CH:28][CH:27]=[C:26]([O:30][CH3:31])[C:25]=3[O:32][CH3:33])[C:6]=2[CH:34]=1, predict the reactants needed to synthesize it. The reactants are: [Cl:1][C:2]1[CH:3]=[CH:4][C:5]2[N:11]3[CH:12]=[CH:13][CH:14]=[C:10]3[C@@H:9]([CH2:15][CH2:16][N:17]3[CH:21]=[CH:20][C:19]([CH2:22]O)=[N:18]3)[O:8][C@H:7]([C:24]3[CH:29]=[CH:28][CH:27]=[C:26]([O:30][CH3:31])[C:25]=3[O:32][CH3:33])[C:6]=2[CH:34]=1.C1(P(C2C=CC=CC=2)C2C=CC=CC=2)C=CC=CC=1.C(Br)(Br)(Br)Br.[C-:59]#[N:60].[Na+].BrBr. (3) Given the product [Cl:19][C:17]1[CH:16]=[CH:15][C:14]2[N:8]([CH2:7][C:6]([CH3:50])([CH3:51])[CH2:5][OH:4])[C:9](=[O:49])[C@@H:10]([CH2:30][C:31]([NH:33][C:34]3[CH:35]=[C:36]([CH2:42][CH2:43][C:44]([OH:46])=[O:45])[CH:37]=[CH:38][C:39]=3[O:40][CH3:41])=[O:32])[O:11][C@H:12]([C:20]3[CH:25]=[CH:24][CH:23]=[C:22]([O:26][CH3:27])[C:21]=3[O:28][CH3:29])[C:13]=2[CH:18]=1, predict the reactants needed to synthesize it. The reactants are: C([O:4][CH2:5][C:6]([CH3:51])([CH3:50])[CH2:7][N:8]1[C:14]2[CH:15]=[CH:16][C:17]([Cl:19])=[CH:18][C:13]=2[C@@H:12]([C:20]2[CH:25]=[CH:24][CH:23]=[C:22]([O:26][CH3:27])[C:21]=2[O:28][CH3:29])[O:11][C@H:10]([CH2:30][C:31]([NH:33][C:34]2[CH:35]=[C:36]([CH2:42][CH2:43][C:44]([O:46]CC)=[O:45])[CH:37]=[CH:38][C:39]=2[O:40][CH3:41])=[O:32])[C:9]1=[O:49])(=O)C.[OH-].[Na+].C(O)C. (4) Given the product [F:1][C:2]1[CH:8]=[CH:7][C:5]([NH:6][S:19]([CH3:18])(=[O:21])=[O:20])=[CH:4][C:3]=1[N+:9]([O-:11])=[O:10], predict the reactants needed to synthesize it. The reactants are: [F:1][C:2]1[CH:8]=[CH:7][C:5]([NH2:6])=[CH:4][C:3]=1[N+:9]([O-:11])=[O:10].N1C=CC=CC=1.[CH3:18][S:19](Cl)(=[O:21])=[O:20]. (5) Given the product [NH2:16][C@@H:17]([CH2:41][C:42]1[CH:47]=[CH:46][CH:45]=[CH:44][CH:43]=1)[C:18]([NH:1][C:2]1[CH:7]=[C:6]([C:8]2[CH:13]=[CH:12][N:11]=[C:10]([CH3:14])[CH:9]=2)[CH:5]=[CH:4][C:3]=1[OH:15])=[O:19], predict the reactants needed to synthesize it. The reactants are: [NH2:1][C:2]1[CH:7]=[C:6]([C:8]2[CH:13]=[CH:12][N:11]=[C:10]([CH3:14])[CH:9]=2)[CH:5]=[CH:4][C:3]=1[OH:15].[NH2:16][C@@H:17]([CH2:41][C:42]1[CH:47]=[CH:46][CH:45]=[CH:44][CH:43]=1)[C:18](NC1C=C(C2C=CN=CC=2)C=CC=1OCC1C=CC=CC=1)=[O:19]. (6) Given the product [CH3:50][O:49][C:43]1[CH:44]=[C:45]([O:47][CH3:48])[CH:46]=[C:38]2[C:39]=1[C:40](=[O:41])[NH:42][C:19]([C:16]1[CH:15]=[CH:14][C:13]([N:10]3[CH2:9][CH2:8][CH:7]([N:3]([CH2:1][CH3:2])[C:4](=[O:6])[CH3:5])[CH2:12][CH2:11]3)=[CH:18][CH:17]=1)=[N:37]2, predict the reactants needed to synthesize it. The reactants are: [CH2:1]([N:3]([CH:7]1[CH2:12][CH2:11][N:10]([C:13]2[CH:18]=[CH:17][C:16]([CH:19]=O)=[CH:15][CH:14]=2)[CH2:9][CH2:8]1)[C:4](=[O:6])[CH3:5])[CH3:2].OS([O-])=O.[Na+].CC1C=CC(S(O)(=O)=O)=CC=1.[NH2:37][C:38]1[CH:46]=[C:45]([O:47][CH3:48])[CH:44]=[C:43]([O:49][CH3:50])[C:39]=1[C:40]([NH2:42])=[O:41]. (7) Given the product [Cl:9][C:6]1[C:7]([CH3:8])=[C:2]([O:20][CH2:19][C:17]2[CH:16]=[CH:15][C:14]([C:21]3[CH:26]=[C:25]([O:27][CH3:28])[CH:24]=[CH:23][C:22]=3[F:29])=[C:13]([CH2:12][C:11]([CH3:31])([CH3:30])[CH3:10])[N:18]=2)[N:3]=[CH:4][N:5]=1, predict the reactants needed to synthesize it. The reactants are: Cl[C:2]1[C:7]([CH3:8])=[C:6]([Cl:9])[N:5]=[CH:4][N:3]=1.[CH3:10][C:11]([CH3:31])([CH3:30])[CH2:12][C:13]1[N:18]=[C:17]([CH2:19][OH:20])[CH:16]=[CH:15][C:14]=1[C:21]1[CH:26]=[C:25]([O:27][CH3:28])[CH:24]=[CH:23][C:22]=1[F:29].[H-].[Na+].Cl. (8) Given the product [CH3:1][O:2][C:3]1[N:8]=[C:7]([O:9][CH3:10])[C:6]([C:11]2[CH:12]=[C:13]([N:17]3[C:21]4[CH:22]=[CH:23][C:24]([CH:26]([NH2:28])[CH3:27])=[CH:25][C:20]=4[N:19]=[CH:18]3)[CH:14]=[CH:15][CH:16]=2)=[CH:5][N:4]=1, predict the reactants needed to synthesize it. The reactants are: [CH3:1][O:2][C:3]1[N:8]=[C:7]([O:9][CH3:10])[C:6]([C:11]2[CH:12]=[C:13]([N:17]3[C:21]4[CH:22]=[CH:23][C:24]([CH:26]([NH:28]C=O)[CH3:27])=[CH:25][C:20]=4[N:19]=[CH:18]3)[CH:14]=[CH:15][CH:16]=2)=[CH:5][N:4]=1.C(OCC)(=O)C.C(=O)([O-])[O-].[Na+].[Na+]. (9) Given the product [OH:5][C:1]([CH3:4])([CH3:3])[CH2:2][O:25][C@H:10]1[C@H:11]([N:14]2[C:18]3[CH:19]=[CH:20][C:21]([CH3:23])=[CH:22][C:17]=3[N:16]=[C:15]2[CH3:24])[CH2:12][CH2:13][N:8]([C:6]([O:5][C:1]([CH3:3])([CH3:2])[CH3:4])=[O:7])[CH2:9]1, predict the reactants needed to synthesize it. The reactants are: [C:1]([O:5][C:6]([N:8]1[CH2:13][CH2:12][CH:11]([N:14]2[C:18]3[CH:19]=[CH:20][C:21]([CH3:23])=[CH:22][C:17]=3[N:16]=[C:15]2[CH3:24])[CH:10]([O:25]CC(OC(C)(C)C)=O)[CH2:9]1)=[O:7])([CH3:4])([CH3:3])[CH3:2].C[Mg+].[Br-].[NH4+].[Cl-].